This data is from Catalyst prediction with 721,799 reactions and 888 catalyst types from USPTO. The task is: Predict which catalyst facilitates the given reaction. Reactant: [CH3:1][S:2]([C:5]1[CH:10]=[CH:9][C:8]([C:11]2[CH2:15][O:14][C:13](=[O:16])[C:12]=2[C:17]2[CH:22]=[CH:21][CH:20]=[CH:19][CH:18]=2)=[CH:7][CH:6]=1)(=[O:4])=[O:3].CC(C[AlH]CC(C)C)C.[OH-].[Na+]. Product: [CH3:1][S:2]([C:5]1[CH:6]=[CH:7][C:8](/[C:11](=[C:12](\[C:17]2[CH:18]=[CH:19][CH:20]=[CH:21][CH:22]=2)/[CH2:13][OH:16])/[CH2:15][OH:14])=[CH:9][CH:10]=1)(=[O:3])=[O:4]. The catalyst class is: 4.